The task is: Binary Classification. Given a drug SMILES string, predict its activity (active/inactive) in a high-throughput screening assay against a specified biological target.. This data is from HIV replication inhibition screening data with 41,000+ compounds from the AIDS Antiviral Screen. The drug is CCC1CC2CN3CCc4c([nH]c5ccc(OC)cc45)C(C(=O)OC)(C2)C13. The result is 0 (inactive).